This data is from Catalyst prediction with 721,799 reactions and 888 catalyst types from USPTO. The task is: Predict which catalyst facilitates the given reaction. Reactant: O[CH2:2]/[CH:3]=[CH:4]/[C:5]1[CH:13]=[CH:12][CH:11]=[C:10]2[C:6]=1[CH:7]=[CH:8][N:9]2[C:14]([O:16][C:17]([CH3:20])([CH3:19])[CH3:18])=[O:15].CS([Cl:25])(=O)=O. Product: [Cl:25][CH2:2]/[CH:3]=[CH:4]/[C:5]1[CH:13]=[CH:12][CH:11]=[C:10]2[C:6]=1[CH:7]=[CH:8][N:9]2[C:14]([O:16][C:17]([CH3:20])([CH3:19])[CH3:18])=[O:15]. The catalyst class is: 91.